From a dataset of Reaction yield outcomes from USPTO patents with 853,638 reactions. Predict the reaction yield, written as a fraction of the theoretical maximum amount of product (1.0 means a 100% yield; for example, 0.34 means a 34% yield). (1) The reactants are Cl[C:2]1[N:3]=[C:4]([N:13]2[CH2:18][CH2:17][O:16][CH2:15][CH2:14]2)[C:5]2[S:10][C:9]([CH2:11][NH2:12])=[CH:8][C:6]=2[N:7]=1.[CH:19]([S:22](Cl)(=[O:24])=[O:23])(C)C.CC1(C)C(C)(C)OB([C:34]2[CH:42]=[CH:41][CH:40]=[C:39]3[C:35]=2[CH:36]=[N:37][NH:38]3)O1. No catalyst specified. The product is [NH:38]1[C:39]2[C:35](=[C:34]([C:2]3[N:3]=[C:4]([N:13]4[CH2:18][CH2:17][O:16][CH2:15][CH2:14]4)[C:5]4[S:10][C:9]([CH2:11][NH:12][S:22]([CH3:19])(=[O:24])=[O:23])=[CH:8][C:6]=4[N:7]=3)[CH:42]=[CH:41][CH:40]=2)[CH:36]=[N:37]1. The yield is 0.170. (2) The reactants are [Li+].[OH-].C([O:6][C@@H:7]1[CH2:31][CH2:30][C@@:29]2([CH3:32])[C@H:9]([CH2:10][CH2:11][C@@H:12]3[C@@H:28]2[CH2:27][C@H:26]([OH:33])[C@@:25]2([CH3:34])[C@H:13]3[CH2:14][CH2:15][C@@H:16]2[C@H:17]([CH3:24])[CH2:18][CH2:19][C:20]([O:22]C)=[O:21])[CH2:8]1)(=O)C. The catalyst is O.C1COCC1.CO. The product is [CH3:24][C@@H:17]([C@@H:16]1[C@@:25]2([CH3:34])[C@@H:26]([OH:33])[CH2:27][C@@H:28]3[C@@:29]4([CH3:32])[CH2:30][CH2:31][C@@H:7]([OH:6])[CH2:8][C@H:9]4[CH2:10][CH2:11][C@H:12]3[C@@H:13]2[CH2:14][CH2:15]1)[CH2:18][CH2:19][C:20]([OH:22])=[O:21]. The yield is 0.910. (3) The reactants are [N+:1]([C:4]1[CH:9]=[CH:8][C:7]([O:10][CH2:11][C:12]([F:15])([F:14])[F:13])=[CH:6][CH:5]=1)([O-])=O. The catalyst is CO.[Pd]. The product is [F:13][C:12]([F:14])([F:15])[CH2:11][O:10][C:7]1[CH:6]=[CH:5][C:4]([NH2:1])=[CH:9][CH:8]=1. The yield is 0.870.